This data is from Forward reaction prediction with 1.9M reactions from USPTO patents (1976-2016). The task is: Predict the product of the given reaction. Given the reactants [Cl:1][C:2]1[CH:11]=[CH:10][CH:9]=[C:8]2[C:3]=1[CH:4]=[C:5]([CH:19](O)[CH3:20])[C:6]([C:12]1[CH:17]=[CH:16][CH:15]=[C:14]([F:18])[CH:13]=1)=[N:7]2.O1CCCC1.C1(P(C2C=CC=CC=2)C2C=CC=CC=2)C=CC=CC=1.[C:46]1(=[O:56])[NH:50][C:49](=[O:51])[C:48]2=[CH:52][CH:53]=[CH:54][CH:55]=[C:47]12.N(C(OC(C)C)=O)=NC(OC(C)C)=O, predict the reaction product. The product is: [Cl:1][C:2]1[CH:11]=[CH:10][CH:9]=[C:8]2[C:3]=1[CH:4]=[C:5]([CH:19]([N:50]1[C:46](=[O:56])[C:47]3[C:48](=[CH:52][CH:53]=[CH:54][CH:55]=3)[C:49]1=[O:51])[CH3:20])[C:6]([C:12]1[CH:17]=[CH:16][CH:15]=[C:14]([F:18])[CH:13]=1)=[N:7]2.